From a dataset of NCI-60 drug combinations with 297,098 pairs across 59 cell lines. Regression. Given two drug SMILES strings and cell line genomic features, predict the synergy score measuring deviation from expected non-interaction effect. (1) Drug 1: C1=CC(=CC=C1CC(C(=O)O)N)N(CCCl)CCCl.Cl. Drug 2: CCC1(C2=C(COC1=O)C(=O)N3CC4=CC5=C(C=CC(=C5CN(C)C)O)N=C4C3=C2)O.Cl. Cell line: HOP-62. Synergy scores: CSS=33.7, Synergy_ZIP=1.80, Synergy_Bliss=5.46, Synergy_Loewe=-40.1, Synergy_HSA=1.40. (2) Drug 1: CC1=CC2C(CCC3(C2CCC3(C(=O)C)OC(=O)C)C)C4(C1=CC(=O)CC4)C. Drug 2: C1C(C(OC1N2C=NC3=C(N=C(N=C32)Cl)N)CO)O. Cell line: NCI-H460. Synergy scores: CSS=-7.14, Synergy_ZIP=0.951, Synergy_Bliss=-3.39, Synergy_Loewe=-6.18, Synergy_HSA=-5.90. (3) Drug 1: C1CCC(C1)C(CC#N)N2C=C(C=N2)C3=C4C=CNC4=NC=N3. Drug 2: CC(C1=C(C=CC(=C1Cl)F)Cl)OC2=C(N=CC(=C2)C3=CN(N=C3)C4CCNCC4)N. Cell line: NCIH23. Synergy scores: CSS=23.7, Synergy_ZIP=-2.94, Synergy_Bliss=4.10, Synergy_Loewe=0.867, Synergy_HSA=5.20. (4) Cell line: NCI/ADR-RES. Drug 1: CS(=O)(=O)C1=CC(=C(C=C1)C(=O)NC2=CC(=C(C=C2)Cl)C3=CC=CC=N3)Cl. Drug 2: COC1=C(C=C2C(=C1)N=CN=C2NC3=CC(=C(C=C3)F)Cl)OCCCN4CCOCC4. Synergy scores: CSS=29.7, Synergy_ZIP=1.61, Synergy_Bliss=2.28, Synergy_Loewe=-3.13, Synergy_HSA=4.64. (5) Drug 1: C1=CC(=CC=C1CCCC(=O)O)N(CCCl)CCCl. Drug 2: C1=NC2=C(N1)C(=S)N=CN2. Cell line: DU-145. Synergy scores: CSS=34.1, Synergy_ZIP=-15.6, Synergy_Bliss=-15.7, Synergy_Loewe=-13.6, Synergy_HSA=-11.7. (6) Synergy scores: CSS=11.2, Synergy_ZIP=-0.781, Synergy_Bliss=6.09, Synergy_Loewe=-2.31, Synergy_HSA=2.70. Drug 2: CS(=O)(=O)CCNCC1=CC=C(O1)C2=CC3=C(C=C2)N=CN=C3NC4=CC(=C(C=C4)OCC5=CC(=CC=C5)F)Cl. Cell line: DU-145. Drug 1: CN(C)N=NC1=C(NC=N1)C(=O)N. (7) Synergy scores: CSS=29.1, Synergy_ZIP=2.02, Synergy_Bliss=-0.181, Synergy_Loewe=-18.5, Synergy_HSA=-4.93. Drug 1: C1=CC(=CC=C1CC(C(=O)O)N)N(CCCl)CCCl.Cl. Cell line: MDA-MB-435. Drug 2: CNC(=O)C1=NC=CC(=C1)OC2=CC=C(C=C2)NC(=O)NC3=CC(=C(C=C3)Cl)C(F)(F)F. (8) Drug 1: C1CC(=O)NC(=O)C1N2CC3=C(C2=O)C=CC=C3N. Drug 2: C1C(C(OC1N2C=NC3=C(N=C(N=C32)Cl)N)CO)O. Cell line: MCF7. Synergy scores: CSS=6.16, Synergy_ZIP=-0.566, Synergy_Bliss=4.61, Synergy_Loewe=3.23, Synergy_HSA=2.39.